Task: Predict the reactants needed to synthesize the given product.. Dataset: Full USPTO retrosynthesis dataset with 1.9M reactions from patents (1976-2016) (1) Given the product [NH2:27][C:4]1[CH:3]=[C:2]([Br:1])[CH:7]=[CH:6][C:5]=1[NH:8][C:9]1[CH:10]=[C:11]([NH:23][C:24](=[O:26])[CH3:25])[CH:12]=[C:13]([C:15]2[CH:20]=[CH:19][C:18]([F:21])=[CH:17][C:16]=2[F:22])[CH:14]=1, predict the reactants needed to synthesize it. The reactants are: [Br:1][C:2]1[CH:7]=[CH:6][C:5]([NH:8][C:9]2[CH:10]=[C:11]([NH:23][C:24](=[O:26])[CH3:25])[CH:12]=[C:13]([C:15]3[CH:20]=[CH:19][C:18]([F:21])=[CH:17][C:16]=3[F:22])[CH:14]=2)=[C:4]([N+:27]([O-])=O)[CH:3]=1.[Cl-].[NH4+]. (2) Given the product [CH3:1][O:2][C:3](=[O:30])[CH2:4][C:5]1[CH:10]=[CH:9][C:8]([C:11]#[C:12][C:13]2[CH:22]=[C:21]([O:23][CH:24]([CH3:26])[CH3:25])[C:20]3[CH:19]([N:34]([CH:31]4[CH2:33][CH2:32]4)[CH3:35])[CH2:18][CH2:17][C:16]([CH3:28])([CH3:29])[C:15]=3[CH:14]=2)=[CH:7][CH:6]=1, predict the reactants needed to synthesize it. The reactants are: [CH3:1][O:2][C:3](=[O:30])[CH2:4][C:5]1[CH:10]=[CH:9][C:8]([C:11]#[C:12][C:13]2[CH:22]=[C:21]([O:23][CH:24]([CH3:26])[CH3:25])[C:20]3[C:19](=O)[CH2:18][CH2:17][C:16]([CH3:29])([CH3:28])[C:15]=3[CH:14]=2)=[CH:7][CH:6]=1.[CH:31]1([NH2:34])[CH2:33][CH2:32]1.[C:35]([BH3-])#N.[Na+].C(=O)([O-])[O-].[K+].[K+].CI. (3) Given the product [C:1]1([CH3:21])[CH:6]=[CH:5][CH:4]=[CH:3][C:2]=1[N:7]1[C:15]2[C:10](=[CH:11][CH:12]=[CH:13][CH:14]=2)[C:9]([C:16]([OH:18])=[O:17])=[CH:8]1, predict the reactants needed to synthesize it. The reactants are: [C:1]1([CH3:21])[CH:6]=[CH:5][CH:4]=[CH:3][C:2]=1[N:7]1[C:15]2[C:10](=[CH:11][CH:12]=[CH:13][CH:14]=2)[C:9]([C:16]([O:18]CC)=[O:17])=[CH:8]1.[OH-].[Na+]. (4) Given the product [C:23]([O:1][CH:2]([CH2:6][CH2:7][CH2:8][CH2:9][CH2:10][CH2:11][CH2:12][CH2:13][CH2:14][CH2:15][CH3:16])[CH2:3][CH:4]=[CH2:5])(=[O:25])[CH3:24], predict the reactants needed to synthesize it. The reactants are: [OH:1][CH:2]([CH2:6][CH2:7][CH2:8][CH2:9][CH2:10][CH2:11][CH2:12][CH2:13][CH2:14][CH2:15][CH3:16])[CH2:3][CH:4]=[CH2:5].N1C=CC=CC=1.[C:23](OC(=O)C)(=[O:25])[CH3:24].Cl.